This data is from Choline transporter screen with 302,306 compounds. The task is: Binary Classification. Given a drug SMILES string, predict its activity (active/inactive) in a high-throughput screening assay against a specified biological target. (1) The molecule is S(c1n(c2ncccc2n1)C)Cc1c(F)cccc1. The result is 0 (inactive). (2) The drug is O1C(n2c3ncnc(NC(Cc4ccccc4)C)c3nc2)C(O)C(O)C1CO. The result is 1 (active). (3) The result is 0 (inactive). The compound is Clc1c(OCC(O\N=C(/N)c2ccc(Cl)cc2)=O)cccc1. (4) The compound is S=c1n(CCN2CCCC2)c(=O)c2c([nH]1)cccc2. The result is 1 (active). (5) The drug is Clc1c(O)c(C2Nc3c(n4c2ccc4)cccc3)cc(Cl)c1. The result is 0 (inactive).